Dataset: Forward reaction prediction with 1.9M reactions from USPTO patents (1976-2016). Task: Predict the product of the given reaction. Given the reactants Cl.[Br:2][C:3]1[CH:8]=[CH:7][CH:6]=[CH:5][C:4]=1[NH:9]N.[O:11]1[CH:16]=[CH:15][CH2:14][CH2:13][CH2:12]1, predict the reaction product. The product is: [Br:2][C:3]1[CH:8]=[CH:7][CH:6]=[C:5]2[C:4]=1[NH:9][CH:16]=[C:15]2[CH2:14][CH2:13][CH2:12][OH:11].